Dataset: Peptide-MHC class I binding affinity with 185,985 pairs from IEDB/IMGT. Task: Regression. Given a peptide amino acid sequence and an MHC pseudo amino acid sequence, predict their binding affinity value. This is MHC class I binding data. (1) The peptide sequence is RLPAYAPLL. The MHC is HLA-B45:06 with pseudo-sequence HLA-B45:06. The binding affinity (normalized) is 0.213. (2) The MHC is Patr-B0101 with pseudo-sequence Patr-B0101. The binding affinity (normalized) is 0.492. The peptide sequence is ISYANGSGL. (3) The peptide sequence is RVMPVFAFK. The MHC is HLA-B57:01 with pseudo-sequence HLA-B57:01. The binding affinity (normalized) is 0.280. (4) The peptide sequence is FPVRPQVPL. The MHC is HLA-A31:01 with pseudo-sequence HLA-A31:01. The binding affinity (normalized) is 0.0213. (5) The peptide sequence is YQERFVLAL. The MHC is BoLA-HD6 with pseudo-sequence BoLA-HD6. The binding affinity (normalized) is 0.441. (6) The peptide sequence is LVPFVQWFV. The MHC is HLA-A68:01 with pseudo-sequence HLA-A68:01. The binding affinity (normalized) is 0. (7) The peptide sequence is MVGVGSLVK. The MHC is HLA-A03:01 with pseudo-sequence HLA-A03:01. The binding affinity (normalized) is 0.451. (8) The peptide sequence is QNGALAINTF. The MHC is HLA-A68:02 with pseudo-sequence HLA-A68:02. The binding affinity (normalized) is 0. (9) The peptide sequence is RVKLSALTL. The MHC is HLA-B51:01 with pseudo-sequence HLA-B51:01. The binding affinity (normalized) is 0.0847.